From a dataset of Peptide-MHC class I binding affinity with 185,985 pairs from IEDB/IMGT. Regression. Given a peptide amino acid sequence and an MHC pseudo amino acid sequence, predict their binding affinity value. This is MHC class I binding data. The peptide sequence is RGYVFQGL. The MHC is HLA-A29:02 with pseudo-sequence HLA-A29:02. The binding affinity (normalized) is 0.